Dataset: Catalyst prediction with 721,799 reactions and 888 catalyst types from USPTO. Task: Predict which catalyst facilitates the given reaction. (1) Product: [CH3:1][O:2][C:3]1[C:4]([N+:18]([O-:20])=[O:19])=[C:5]([CH:8]=[CH:9][C:10]=1[O:11][CH3:12])[CH:6]=[CH2:13]. Reactant: [CH3:1][O:2][C:3]1[CH:4]=[C:5]([CH:8]=[CH:9][C:10]=1[O:11][CH3:12])[CH:6]=O.[C:13]([O-])(=O)C.[NH4+].[N+:18](C)([O-:20])=[O:19]. The catalyst class is: 15. (2) Reactant: [NH2:1][N:2]1[C:7]([CH3:8])=[CH:6][N:5]=[C:4]([CH3:9])[C:3]1=[NH2+:10].CC1C=C(C)C=C(C)C=1S([O-])(=O)=O.[OH-].[Na+].[Cl:26][CH2:27][C:28](OC)=O. Product: [Cl:26][CH2:27][C:28]1[N:10]=[C:3]2[C:4]([CH3:9])=[N:5][CH:6]=[C:7]([CH3:8])[N:2]2[N:1]=1. The catalyst class is: 14. (3) Product: [CH3:1][O:2][C:3]([C:5]1([CH2:11][C:12]2[CH:13]=[CH:14][C:15]([C:18]3[CH:19]=[CH:20][CH:21]=[CH:22][CH:23]=3)=[CH:16][CH:17]=2)[CH2:10][CH2:9][N:8]([C:33](=[O:34])[C@@H:32]([NH:31][C:29]([O:28][C:24]([CH3:26])([CH3:25])[CH3:27])=[O:30])[CH2:36][C:37]2[S:38][CH:39]=[CH:40][CH:41]=2)[CH2:7][CH2:6]1)=[O:4]. Reactant: [CH3:1][O:2][C:3]([C:5]1([CH2:11][C:12]2[CH:17]=[CH:16][C:15]([C:18]3[CH:23]=[CH:22][CH:21]=[CH:20][CH:19]=3)=[CH:14][CH:13]=2)[CH2:10][CH2:9][NH:8][CH2:7][CH2:6]1)=[O:4].[C:24]([O:28][C:29]([NH:31][C@@H:32]([CH2:36][C:37]1[S:38][CH:39]=[CH:40][CH:41]=1)[C:33](O)=[O:34])=[O:30])([CH3:27])([CH3:26])[CH3:25].C(N(C(C)C)CC)(C)C.CN(C(ON1N=NC2C=CC=CC1=2)=[N+](C)C)C.F[P-](F)(F)(F)(F)F. The catalyst class is: 39. (4) Reactant: [CH:1]1[C:10]2[C:5](=[CH:6][CH:7]=[CH:8][CH:9]=2)[CH:4]=[CH:3][N:2]=1.[N+:11]([O-])([O-:13])=[O:12].[K+].C(OCC)(=O)C.[NH4+].[OH-]. Product: [N+:11]([C:6]1[CH:7]=[CH:8][CH:9]=[C:10]2[C:5]=1[CH:4]=[CH:3][N:2]=[CH:1]2)([O-:13])=[O:12]. The catalyst class is: 561.